Dataset: Reaction yield outcomes from USPTO patents with 853,638 reactions. Task: Predict the reaction yield, written as a fraction of the theoretical maximum amount of product (1.0 means a 100% yield; for example, 0.34 means a 34% yield). The reactants are Cl.[C:2]([C:4]1[CH:23]=[CH:22][C:7]([CH2:8][N:9]2[CH2:18][CH2:17][C:16]3[C:11](=[CH:12][C:13]([C:19](O)=[O:20])=[CH:14][CH:15]=3)[CH2:10]2)=[CH:6][CH:5]=1)#[N:3].CN(C(ON1N=NC2C=CC=NC1=2)=[N+](C)C)C.F[P-](F)(F)(F)(F)F.Cl.Cl.[NH2:50][CH:51]1[CH2:56][CH2:55][N:54]([CH2:57][C:58]2[CH:63]=[CH:62][C:61]([C:64]#[N:65])=[CH:60][CH:59]=2)[CH2:53][CH2:52]1.C(N(CC)CC)C.C(=O)(O)[O-].[Na+]. The catalyst is CN(C=O)C. The product is [C:2]([C:4]1[CH:5]=[CH:6][C:7]([CH2:8][N:9]2[CH2:18][CH2:17][C:16]3[C:11](=[CH:12][C:13]([C:19]([NH:50][CH:51]4[CH2:56][CH2:55][N:54]([CH2:57][C:58]5[CH:63]=[CH:62][C:61]([C:64]#[N:65])=[CH:60][CH:59]=5)[CH2:53][CH2:52]4)=[O:20])=[CH:14][CH:15]=3)[CH2:10]2)=[CH:22][CH:23]=1)#[N:3]. The yield is 0.820.